This data is from Full USPTO retrosynthesis dataset with 1.9M reactions from patents (1976-2016). The task is: Predict the reactants needed to synthesize the given product. (1) Given the product [Cl:24][C:20]1[N:19]=[CH:18][N:17]=[C:16]2[N:12]([C:3]3[CH:4]=[CH:5][C:6]([S:8]([CH3:11])(=[O:10])=[O:9])=[CH:7][C:2]=3[F:1])[N:13]=[CH:14][C:15]=12, predict the reactants needed to synthesize it. The reactants are: [F:1][C:2]1[CH:7]=[C:6]([S:8]([CH3:11])(=[O:10])=[O:9])[CH:5]=[CH:4][C:3]=1[N:12]1[C:16]2=[N:17][CH:18]=[N:19][C:20](O)=[C:15]2[CH:14]=[N:13]1.O=P(Cl)(Cl)[Cl:24].CN(C)C1C=CC=CC=1. (2) Given the product [CH2:13]([O:15][CH:16]([O:21][CH2:22][CH3:23])[C:17]1[NH:6][C:5]2[CH:7]=[C:8]([F:9])[C:2]([F:1])=[CH:3][C:4]=2[N:10]=1)[CH3:14], predict the reactants needed to synthesize it. The reactants are: [F:1][C:2]1[C:8]([F:9])=[CH:7][C:5]([NH2:6])=[C:4]([N+:10]([O-])=O)[CH:3]=1.[CH2:13]([O:15][CH:16]([O:21][CH2:22][CH3:23])[C:17](=N)OC)[CH3:14].C(O)(=O)C.